Dataset: Forward reaction prediction with 1.9M reactions from USPTO patents (1976-2016). Task: Predict the product of the given reaction. (1) Given the reactants [CH2:1]([O:8][C:9]1[CH:14]=[C:13]([O:15][CH2:16][C:17]2[CH:22]=[CH:21][CH:20]=[CH:19][CH:18]=2)[C:12]([CH:23]([CH3:25])[CH3:24])=[CH:11][C:10]=1[C:26]1[O:30][N:29]=[C:28]([C:31](=[O:35])[NH:32][CH2:33][CH3:34])[C:27]=1[C:36]1[O:40][N:39]=[C:38]([C:41]([O:43]CC)=O)[CH:37]=1)[C:2]1[CH:7]=[CH:6][CH:5]=[CH:4][CH:3]=1.[NH3:46].CO.[C-]#N.[K+], predict the reaction product. The product is: [CH2:1]([O:8][C:9]1[CH:14]=[C:13]([O:15][CH2:16][C:17]2[CH:18]=[CH:19][CH:20]=[CH:21][CH:22]=2)[C:12]([CH:23]([CH3:25])[CH3:24])=[CH:11][C:10]=1[C:26]1[O:30][N:29]=[C:28]([C:31]([NH:32][CH2:33][CH3:34])=[O:35])[C:27]=1[C:36]1[O:40][N:39]=[C:38]([C:41]([NH2:46])=[O:43])[CH:37]=1)[C:2]1[CH:3]=[CH:4][CH:5]=[CH:6][CH:7]=1. (2) Given the reactants [C:1]1([CH:8]=[CH:7][C:5]([OH:6])=[CH:4][CH:3]=1)[OH:2].CCCCCCC.[S:16](=O)(=[O:19])([OH:18])[OH:17].C(C(CCCC)C([O-])=O)C.[K+:31], predict the reaction product. The product is: [K+:31].[OH:2][C:1]1[CH:8]=[CH:7][C:5]([OH:6])=[CH:4][C:3]=1[S:16]([O-:19])(=[O:18])=[O:17]. (3) Given the reactants Br[CH2:2][CH2:3][CH2:4][CH2:5][CH2:6][CH2:7][CH2:8]/[CH:9]=[CH:10]\[CH2:11]/[CH:12]=[CH:13]\[CH2:14]/[CH:15]=[CH:16]\[CH2:17][CH3:18].[H-].[H-].[H-].[H-].[Li+].[Al+3].C1COCC1.[OH-].[Na+], predict the reaction product. The product is: [CH3:18][CH2:17]/[CH:16]=[CH:15]\[CH2:14]/[CH:13]=[CH:12]\[CH2:11]/[CH:10]=[CH:9]\[CH2:8][CH2:7][CH2:6][CH2:5][CH2:4][CH2:3][CH3:2]. (4) Given the reactants [CH2:1]([O:8][C:9]([C:11]1[CH:12]=[C:13]([CH:39]=[CH:40][CH:41]=1)[CH2:14][N:15]1[C:19](=[O:20])[C:18]2([CH2:25][CH2:24][N:23](C(OC(C)(C)C)=O)[CH2:22][CH2:21]2)[N:17]([C:33]2[CH:38]=[CH:37][CH:36]=[CH:35][CH:34]=2)[CH2:16]1)=[O:10])[C:2]1[CH:7]=[CH:6][CH:5]=[CH:4][CH:3]=1.Cl, predict the reaction product. The product is: [O:20]=[C:19]1[C:18]2([CH2:21][CH2:22][NH:23][CH2:24][CH2:25]2)[N:17]([C:33]2[CH:34]=[CH:35][CH:36]=[CH:37][CH:38]=2)[CH2:16][N:15]1[CH2:14][C:13]1[CH:12]=[C:11]([CH:41]=[CH:40][CH:39]=1)[C:9]([O:8][CH2:1][C:2]1[CH:7]=[CH:6][CH:5]=[CH:4][CH:3]=1)=[O:10]. (5) Given the reactants [CH2:1]([O:3][C:4]([C:6]1[CH:11]=[CH:10][C:9]([C:12]2[CH:17]=[C:16]([NH2:18])[CH:15]=[CH:14][C:13]=2[Cl:19])=[CH:8][CH:7]=1)=[O:5])[CH3:2].[C:20]([O:24][C:25]([N:27]([CH2:29][C:30](O)=[O:31])[CH3:28])=[O:26])([CH3:23])([CH3:22])[CH3:21].CN(C(ON1N=NC2C=CC=CC1=2)=[N+](C)C)C.F[P-](F)(F)(F)(F)F.CN1CCOCC1, predict the reaction product. The product is: [CH2:1]([O:3][C:4]([C:6]1[CH:11]=[CH:10][C:9]([C:12]2[CH:17]=[C:16]([NH:18][C:30](=[O:31])[CH2:29][N:27]([C:25]([O:24][C:20]([CH3:22])([CH3:21])[CH3:23])=[O:26])[CH3:28])[CH:15]=[CH:14][C:13]=2[Cl:19])=[CH:8][CH:7]=1)=[O:5])[CH3:2]. (6) Given the reactants [K+].[Br-].CC1(C)N([O])C(C)(C)CCC1.[F:14][C:15]([F:35])([CH:18]([F:34])[O:19][C:20]([F:33])([F:32])[C:21]([F:31])([F:30])[C:22]([F:29])([F:28])[O:23][C:24]([F:27])([F:26])[F:25])[CH2:16][OH:17].[O-]Cl.[Na+].S(=O)(=O)(O)[OH:40], predict the reaction product. The product is: [F:14][C:15]([F:35])([CH:18]([F:34])[O:19][C:20]([F:33])([F:32])[C:21]([F:30])([F:31])[C:22]([F:28])([F:29])[O:23][C:24]([F:25])([F:26])[F:27])[C:16]([OH:40])=[O:17].